This data is from Peptide-MHC class I binding affinity with 185,985 pairs from IEDB/IMGT. The task is: Regression. Given a peptide amino acid sequence and an MHC pseudo amino acid sequence, predict their binding affinity value. This is MHC class I binding data. (1) The peptide sequence is IVNGKECCY. The MHC is HLA-A31:01 with pseudo-sequence HLA-A31:01. The binding affinity (normalized) is 0.167. (2) The peptide sequence is PPIPVGDIY. The MHC is HLA-B44:02 with pseudo-sequence HLA-B44:02. The binding affinity (normalized) is 0.0181. (3) The peptide sequence is IMNEGWASF. The MHC is HLA-B15:01 with pseudo-sequence HLA-B15:01. The binding affinity (normalized) is 0.821. (4) The peptide sequence is TAFTIPSI. The binding affinity (normalized) is 0.176. The MHC is HLA-A02:03 with pseudo-sequence HLA-A02:03.